Dataset: Forward reaction prediction with 1.9M reactions from USPTO patents (1976-2016). Task: Predict the product of the given reaction. Given the reactants C([N:8]1[CH2:13][CH:12]=[C:11]([C:14]2[S:18][C:17]([CH:19]3[N:23]([C:24]4[CH:29]=[CH:28][C:27]([F:30])=[CH:26][C:25]=4[F:31])[N:22]=[C:21]([C:32]([F:38])([F:37])[C:33]([F:36])([F:35])[F:34])[CH2:20]3)=[CH:16][CH:15]=2)[CH2:10][CH2:9]1)(OC(C)(C)C)=O.[F:39][C:40]([F:45])([F:44])[C:41]([OH:43])=[O:42], predict the reaction product. The product is: [F:39][C:40]([F:45])([F:44])[C:41]([OH:43])=[O:42].[F:31][C:25]1[CH:26]=[C:27]([F:30])[CH:28]=[CH:29][C:24]=1[N:23]1[CH:19]([C:17]2[S:18][C:14]([C:11]3[CH2:12][CH2:13][NH:8][CH2:9][CH:10]=3)=[CH:15][CH:16]=2)[CH2:20][C:21]([C:32]([F:37])([F:38])[C:33]([F:35])([F:36])[F:34])=[N:22]1.